The task is: Predict the reaction yield, written as a fraction of the theoretical maximum amount of product (1.0 means a 100% yield; for example, 0.34 means a 34% yield).. This data is from Reaction yield outcomes from USPTO patents with 853,638 reactions. (1) The reactants are [C:1]([O:4][C:5]1([CH2:10][N:11]2[CH:15]=[C:14]([C:16]([CH3:19])([CH3:18])[CH3:17])[S:13]/[C:12]/2=[N:20]\[C:21]([C:23]2[CH:28]=[C:27]([Cl:29])[CH:26]=[CH:25][C:24]=2[O:30][CH3:31])=S)[CH2:9][CH2:8][CH2:7][CH2:6]1)(=[O:3])[CH3:2].C(N(CC)CC)C.[N:39]#[C:40][NH2:41]. The catalyst is C(#N)C.[Hg](OC(C)=O)OC(C)=O. The product is [C:1]([O:4][C:5]1([CH2:10][N:11]2[CH:15]=[C:14]([C:16]([CH3:19])([CH3:18])[CH3:17])[S:13]/[C:12]/2=[N:20]\[C:21]([C:23]2[CH:28]=[C:27]([Cl:29])[CH:26]=[CH:25][C:24]=2[O:30][CH3:31])=[N:41][C:40]#[N:39])[CH2:9][CH2:8][CH2:7][CH2:6]1)(=[O:3])[CH3:2]. The yield is 0.740. (2) The reactants are C[C:2]1([C:21]([OH:23])=O)[CH2:17][C:10]2([N+:18]([O-:20])=[O:19])[C:11]3[C:16]([CH:3]1[C:4]1[C:9]2=[CH:8][CH:7]=[CH:6][CH:5]=1)=[CH:15][CH:14]=[CH:13][CH:12]=3.BrC1C=C(C2[N:32]=C(N)SC=2)C=CC=1. No catalyst specified. The product is [N+:18]([C:10]12[CH2:17][CH:2]([C:21]([NH2:32])=[O:23])[CH:3]([C:4]3[C:9]1=[CH:8][CH:7]=[CH:6][CH:5]=3)[C:16]1[C:11]2=[CH:12][CH:13]=[CH:14][CH:15]=1)([O-:20])=[O:19]. The yield is 0.490. (3) The reactants are [NH2:1][CH:2]1[CH2:5][N:4]([C:6]([C:8]2[CH:9]=[C:10]([CH:23]=[CH:24][C:25]=2[F:26])[CH2:11][C:12]2[C:21]3[C:16](=[CH:17][CH:18]=[CH:19][CH:20]=3)[C:15](=[O:22])[NH:14][N:13]=2)=[O:7])[CH2:3]1.[CH:27](=O)[CH2:28][CH3:29].C[Si]([C:35]#[N:36])(C)C. No catalyst specified. The product is [F:26][C:25]1[CH:24]=[CH:23][C:10]([CH2:11][C:12]2[C:21]3[C:16](=[CH:17][CH:18]=[CH:19][CH:20]=3)[C:15](=[O:22])[NH:14][N:13]=2)=[CH:9][C:8]=1[C:6]([N:4]1[CH2:3][CH:2]([NH:1][CH:27]([CH2:28][CH3:29])[C:35]#[N:36])[CH2:5]1)=[O:7]. The yield is 0.600. (4) The reactants are [C:1]([C:3]1[CH:4]=[C:5]([CH:9]=[CH:10][C:11]=1[O:12][CH2:13][CH:14]([CH3:16])[CH3:15])[C:6]([OH:8])=O)#[N:2].[CH3:17][O:18][C:19]1[CH:24]=[CH:23][CH:22]=[C:21]([NH2:25])[CH:20]=1.[ClH:26].CN(C)CCCN=C=NCC.[ClH:38]. The catalyst is CN(C)C1C=CN=CC=1. The product is [Cl:26][CH2:1][Cl:38].[C:1]([C:3]1[CH:4]=[C:5]([CH:9]=[CH:10][C:11]=1[O:12][CH2:13][CH:14]([CH3:16])[CH3:15])[C:6]([NH:25][C:21]1[CH:22]=[CH:23][CH:24]=[C:19]([O:18][CH3:17])[CH:20]=1)=[O:8])#[N:2]. The yield is 0.890. (5) The reactants are [CH:1]([C:3]1[C:11]2[O:10][C:9](C(O)=O)=[CH:8][C:7]=2[C:6]([O:15][CH3:16])=[CH:5][CH:4]=1)=[O:2].O.Cl. The catalyst is N1C2C(=CC=CC=2)C=CC=1. The product is [CH3:16][O:15][C:6]1[C:7]2[CH:8]=[CH:9][O:10][C:11]=2[C:3]([CH:1]=[O:2])=[CH:4][CH:5]=1. The yield is 0.460.